From a dataset of Forward reaction prediction with 1.9M reactions from USPTO patents (1976-2016). Predict the product of the given reaction. (1) Given the reactants [NH2:1][C:2]1[CH:10]=[C:6]([C:7]([OH:9])=[O:8])[C:5]([OH:11])=[CH:4][CH:3]=1.S(=O)(=O)(O)O.[C:17](=O)(O)[O-].[Na+], predict the reaction product. The product is: [NH2:1][C:2]1[CH:3]=[CH:4][C:5]([OH:11])=[C:6]([CH:10]=1)[C:7]([O:9][CH3:17])=[O:8]. (2) Given the reactants [CH3:1][Mg]Br.[Br:4][C:5]1[CH:10]=[CH:9][N:8]=[C:7]([C:11]#[N:12])[CH:6]=1.[BH4-].[Na+].[OH-].[Na+], predict the reaction product. The product is: [Br:4][C:5]1[CH:10]=[CH:9][N:8]=[C:7]([CH:11]([NH2:12])[CH3:1])[CH:6]=1. (3) Given the reactants Cl[C:2]1[N:7]=[C:6]([Cl:8])[C:5]([C:9]([F:12])([F:11])[F:10])=[CH:4][N:3]=1.[CH3:13][S-:14].[Na+], predict the reaction product. The product is: [Cl:8][C:6]1[C:5]([C:9]([F:12])([F:11])[F:10])=[CH:4][N:3]=[C:2]([S:14][CH3:13])[N:7]=1.